From a dataset of Forward reaction prediction with 1.9M reactions from USPTO patents (1976-2016). Predict the product of the given reaction. (1) Given the reactants [Cl:1][C:2]1[C:3]2[C:17]([I:18])=[CH:16][N:15]([C@@H:19]3[O:34][C@H:33]([CH2:35][O:36]CC4C=CC(Cl)=CC=4Cl)[C@@H:22]([O:23]CC4C=CC(Cl)=CC=4Cl)[C@@:20]3([CH3:46])[OH:21])[C:4]=2[N:5]=[C:6]([NH:8][C:9](=[O:14])[C:10]([CH3:13])([CH3:12])[CH3:11])[N:7]=1.B(Cl)(Cl)Cl, predict the reaction product. The product is: [Cl:1][C:2]1[C:3]2[C:17]([I:18])=[CH:16][N:15]([C@@H:19]3[O:34][C@H:33]([CH2:35][OH:36])[C@@H:22]([OH:23])[C@@:20]3([CH3:46])[OH:21])[C:4]=2[N:5]=[C:6]([NH:8][C:9](=[O:14])[C:10]([CH3:12])([CH3:13])[CH3:11])[N:7]=1. (2) Given the reactants [F:1][C:2]1[CH:7]=[CH:6][C:5]([OH:8])=[CH:4][C:3]=1[C:9]1[C:18]2[C:13](=[C:14]([C:19]([F:22])([F:21])[F:20])[CH:15]=[CH:16][CH:17]=2)[N:12]=[CH:11][N:10]=1.Br[C:24]1[CH:25]=[C:26]([S:30]([N:33]([CH2:35][C:36]2[CH:41]=[CH:40][C:39]([O:42][CH3:43])=[CH:38][CH:37]=2)[CH3:34])(=[O:32])=[O:31])[CH:27]=[CH:28][CH:29]=1, predict the reaction product. The product is: [F:1][C:2]1[CH:7]=[CH:6][C:5]([O:8][C:25]2[CH:24]=[CH:29][CH:28]=[CH:27][C:26]=2[S:30]([N:33]([CH2:35][C:36]2[CH:37]=[CH:38][C:39]([O:42][CH3:43])=[CH:40][CH:41]=2)[CH3:34])(=[O:31])=[O:32])=[CH:4][C:3]=1[C:9]1[C:18]2[C:13](=[C:14]([C:19]([F:20])([F:22])[F:21])[CH:15]=[CH:16][CH:17]=2)[N:12]=[CH:11][N:10]=1. (3) Given the reactants [C:1]([O:5][C:6]([N:8]([CH3:14])[C@H:9]([C:11]([OH:13])=O)[CH3:10])=[O:7])([CH3:4])([CH3:3])[CH3:2].ON1C2C=CC=CC=2N=N1.Cl.CN(C)CCCN=C=NCC.Cl.Cl.[NH2:39][C@@H:40]([C:68]1[CH:73]=[CH:72][C:71]([F:74])=[CH:70][CH:69]=1)[C:41]([N:43]1[C@H:48]([C:49]([NH:51][C@H:52]2[C:61]3[C:56](=[CH:57][CH:58]=[CH:59][CH:60]=3)[O:55][CH2:54][CH2:53]2)=[O:50])[CH2:47][N:46]2[CH2:62][C@H:63]([O:65][CH2:66][CH3:67])[CH2:64][C@@H:45]2[CH2:44]1)=[O:42], predict the reaction product. The product is: [C:1]([O:5][C:6](=[O:7])[N:8]([C@@H:9]([CH3:10])[C:11]([NH:39][C@@H:40]([C:68]1[CH:73]=[CH:72][C:71]([F:74])=[CH:70][CH:69]=1)[C:41]([N:43]1[C@H:48]([C:49](=[O:50])[NH:51][C@H:52]2[C:61]3[C:56](=[CH:57][CH:58]=[CH:59][CH:60]=3)[O:55][CH2:54][CH2:53]2)[CH2:47][N:46]2[CH2:62][C@H:63]([O:65][CH2:66][CH3:67])[CH2:64][C@@H:45]2[CH2:44]1)=[O:42])=[O:13])[CH3:14])([CH3:2])([CH3:3])[CH3:4]. (4) Given the reactants [CH3:1][C:2]1[N:7]=[C:6]([NH:8][C:9]2[CH:10]=[N:11][N:12]([CH3:15])[C:13]=2[CH3:14])[N:5]=[C:4](Cl)[N:3]=1.[C:17]([C:19]1[CH:39]=C(B2OC(C)(C)C(C)(C)O2)[CH:37]=[CH:36][C:20]=1[O:21][C@H:22]1[CH2:27][CH2:26][N:25]([C:28]([O:30][C:31]([CH3:34])([CH3:33])[CH3:32])=[O:29])[CH2:24][C@H:23]1[F:35])#[N:18].C(=O)([O-])[O-].[Na+].[Na+], predict the reaction product. The product is: [C:17]([C:19]1[CH:39]=[C:1]([C:2]2[N:7]=[C:6]([NH:8][C:9]3[CH:10]=[N:11][N:12]([CH3:15])[C:13]=3[CH3:14])[N:5]=[CH:4][N:3]=2)[CH:37]=[CH:36][C:20]=1[O:21][C@H:22]1[CH2:27][CH2:26][N:25]([C:28]([O:30][C:31]([CH3:32])([CH3:33])[CH3:34])=[O:29])[CH2:24][C@H:23]1[F:35])#[N:18].